Dataset: Reaction yield outcomes from USPTO patents with 853,638 reactions. Task: Predict the reaction yield, written as a fraction of the theoretical maximum amount of product (1.0 means a 100% yield; for example, 0.34 means a 34% yield). (1) The reactants are [CH2:1]1[C:3]2([CH2:8][CH2:7][N:6](C(OC(C)(C)C)=O)[CH2:5][CH2:4]2)[CH2:2]1.[ClH:16].C(OCC)(=O)C. The catalyst is O1CCCC1. The product is [ClH:16].[CH2:2]1[C:3]2([CH2:8][CH2:7][NH:6][CH2:5][CH2:4]2)[CH2:1]1. The yield is 0.850. (2) The reactants are Cl[C:2]1[C:7]([F:8])=[CH:6][C:5]([C:9]2[C:18]3[C:13](=[CH:14][C:15]([S:19]([NH:22][C:23]4[S:24][CH:25]=[N:26][N:27]=4)(=[O:21])=[O:20])=[CH:16][CH:17]=3)[CH:12]=[CH:11][N:10]=2)=[C:4]([O:28][CH3:29])[CH:3]=1.[N:30]1[CH:35]=[CH:34][CH:33]=[C:32](B(O)O)[CH:31]=1.P([O-])([O-])([O-])=O.[K+].[K+].[K+]. The catalyst is C1(P(C2CCCCC2)C2C=CC=CC=2C2C(OC)=CC=CC=2OC)CCCCC1. The product is [F:8][C:7]1[C:2]([C:32]2[CH:31]=[N:30][CH:35]=[CH:34][CH:33]=2)=[CH:3][C:4]([O:28][CH3:29])=[C:5]([C:9]2[C:18]3[C:13](=[CH:14][C:15]([S:19]([NH:22][C:23]4[S:24][CH:25]=[N:26][N:27]=4)(=[O:20])=[O:21])=[CH:16][CH:17]=3)[CH:12]=[CH:11][N:10]=2)[CH:6]=1. The yield is 0.604. (3) The reactants are [Cl:1][C:2]1[N:7]=[CH:6][C:5]([NH:8][C:9](=[O:15])[O:10][C:11]([CH3:14])([CH3:13])[CH3:12])=[C:4](I)[CH:3]=1.[C:17]([CH:19]1[CH2:22][CH2:21][CH2:20]1)#[CH:18]. The catalyst is CCN(CC)CC.C1COCC1.O.Cl[Pd](Cl)([P](C1C=CC=CC=1)(C1C=CC=CC=1)C1C=CC=CC=1)[P](C1C=CC=CC=1)(C1C=CC=CC=1)C1C=CC=CC=1.[Cu]I. The product is [Cl:1][C:2]1[N:7]=[CH:6][C:5]([NH:8][C:9](=[O:15])[O:10][C:11]([CH3:14])([CH3:13])[CH3:12])=[C:4]([C:18]#[C:17][CH:19]2[CH2:22][CH2:21][CH2:20]2)[CH:3]=1. The yield is 0.600. (4) The reactants are [C:1]([O:5][C:6](=[O:27])[C:7]1[CH:12]=[CH:11][C:10]([N:13]2[CH2:18][CH2:17][N:16]([CH3:19])[CH2:15][CH2:14]2)=[CH:9][C:8]=1[NH:20][CH:21]1[CH2:26][CH2:25][O:24][CH2:23][CH2:22]1)([CH3:4])([CH3:3])[CH3:2].C(N(CC)CC)C.[F:35][C:36]([F:47])([F:46])[C:37](O[C:37](=[O:38])[C:36]([F:47])([F:46])[F:35])=[O:38].O. The catalyst is ClCCl. The product is [C:1]([O:5][C:6](=[O:27])[C:7]1[CH:12]=[CH:11][C:10]([N:13]2[CH2:14][CH2:15][N:16]([CH3:19])[CH2:17][CH2:18]2)=[CH:9][C:8]=1[N:20]([CH:21]1[CH2:22][CH2:23][O:24][CH2:25][CH2:26]1)[C:37](=[O:38])[C:36]([F:47])([F:46])[F:35])([CH3:4])([CH3:2])[CH3:3]. The yield is 0.730. (5) The reactants are [F:1][C:2]1[C:11]([CH3:12])=[C:10]2[C:5]([C:6](=[O:22])[C:7]([C:17]([O:19]CC)=[O:18])=[CH:8][N:9]2[C@@H:13]2[CH2:15][C@@H:14]2[F:16])=[CH:4][CH:3]=1.Cl. The catalyst is C(O)(=O)C. The product is [F:1][C:2]1[C:11]([CH3:12])=[C:10]2[C:5]([C:6](=[O:22])[C:7]([C:17]([OH:19])=[O:18])=[CH:8][N:9]2[C@@H:13]2[CH2:15][C@@H:14]2[F:16])=[CH:4][CH:3]=1. The yield is 0.930.